From a dataset of Catalyst prediction with 721,799 reactions and 888 catalyst types from USPTO. Predict which catalyst facilitates the given reaction. (1) Reactant: [C:1]([O:5][C:6]([N:8]1[CH:13]2[CH2:14][CH:9]1[CH2:10][NH:11][CH2:12]2)=[O:7])([CH3:4])([CH3:3])[CH3:2].C(N(CC)CC)C.Cl[C:23]([O:25][CH2:26][CH2:27][O:28][CH3:29])=[O:24]. Product: [CH3:29][O:28][CH2:27][CH2:26][O:25][C:23]([N:11]1[CH2:10][CH:9]2[CH2:14][CH:13]([N:8]2[C:6]([O:5][C:1]([CH3:4])([CH3:2])[CH3:3])=[O:7])[CH2:12]1)=[O:24]. The catalyst class is: 2. (2) Reactant: [NH2:1][C:2]1[CH:12]=[C:6]2[C:7]([NH:9][C:10](=[O:11])[C:5]2=[CH:4][CH:3]=1)=[O:8].[Cl:13][C:14]1[CH:19]=[C:18]([Cl:20])[CH:17]=[C:16]([Cl:21])[C:15]=1[N:22]=[C:23]=[O:24]. The catalyst class is: 11. Product: [O:11]=[C:10]1[C:5]2[C:6](=[CH:12][C:2]([NH:1][C:23]([NH:22][C:15]3[C:16]([Cl:21])=[CH:17][C:18]([Cl:20])=[CH:19][C:14]=3[Cl:13])=[O:24])=[CH:3][CH:4]=2)[C:7](=[O:8])[NH:9]1. (3) Reactant: [Br:1][C:2]1[CH:24]=[CH:23][C:22]([F:25])=[CH:21][C:3]=1[O:4][CH:5]1[CH2:10][CH2:9][N:8]([C:11]2[CH:15]=[C:14]([C:16]3[NH:20][N:19]=[N:18][N:17]=3)[O:13][N:12]=2)[CH2:7][CH2:6]1.Br[CH2:27][C:28]([O:30][CH2:31][CH3:32])=[O:29].C(N(CC)CC)C. Product: [Br:1][C:2]1[CH:24]=[CH:23][C:22]([F:25])=[CH:21][C:3]=1[O:4][CH:5]1[CH2:10][CH2:9][N:8]([C:11]2[CH:15]=[C:14]([C:16]3[N:17]=[N:18][N:19]([CH2:27][C:28]([O:30][CH2:31][CH3:32])=[O:29])[N:20]=3)[O:13][N:12]=2)[CH2:7][CH2:6]1. The catalyst class is: 20. (4) Reactant: [CH3:1][CH2:2][C@@H:3]([C@H:5]([NH:62][C:63]([C@@H:65]([NH2:71])[CH2:66][CH2:67][CH2:68][CH2:69][NH2:70])=[O:64])[C:6]([NH:8][C@H:9]([C:17]([NH:19][CH2:20][C:21]([NH:23][C@H:24]([C:27]([NH:29][C@H:30]([C:35]([NH:37][C@H:38]([C:40]([NH:42][C@H:43]([C:51]([NH:53][C@H:54]([C:59]([OH:61])=[O:60])[CH2:55][CH:56]([CH3:58])[CH3:57])=[O:52])[CH2:44][C:45]1[CH:46]=[CH:47][CH:48]=[CH:49][CH:50]=1)=[O:41])[CH3:39])=[O:36])[CH2:31][CH:32]([CH3:34])[CH3:33])=[O:28])[CH2:25][OH:26])=[O:22])=[O:18])[CH2:10][C:11]1[CH:12]=[CH:13][CH:14]=[CH:15][CH:16]=1)=[O:7])[CH3:4].[C:72](#[N:74])[CH3:73]. Product: [CH3:1][CH2:2][C@@H:3]([C@H:5]([NH:62][C:63]([C@@H:65]([NH2:71])[CH2:66][CH2:67][CH2:68][CH2:69][NH2:70])=[O:64])[C:6]([NH:8][C@H:9]([C:17]([NH:19][CH2:20][C:21]([NH:23][C@H:24]([C:27]([NH:29][C@H:30]([C:35]([NH:37][C@H:38]([C:40]([NH:42][C@H:43]([C:51]([NH:53][C@H:54]([C:59]([OH:61])=[O:60])[CH2:55][CH:56]([CH3:57])[CH3:58])=[O:52])[CH2:44][C:45]1[CH:46]=[CH:47][CH:48]=[CH:49][CH:50]=1)=[O:41])[CH3:39])=[O:36])[CH2:31][CH:32]([CH3:34])[CH3:33])=[O:28])[CH2:25][OH:26])=[O:22])=[O:18])[CH2:10][C:11]1[CH:16]=[CH:15][CH:14]=[CH:13][CH:12]=1)=[O:7])[CH3:4].[C:72](#[N:74])[CH3:73].[OH2:7]. The catalyst class is: 6. (5) Reactant: [F:1][C:2]1[C:3]([CH3:31])=[C:4]([CH:8]([CH2:20][C:21]([C:23]2[CH:28]=[CH:27][CH:26]=[C:25]([O:29][CH3:30])[CH:24]=2)=[O:22])[CH2:9][C:10]([C:12]2[CH:17]=[CH:16][CH:15]=[C:14]([O:18][CH3:19])[CH:13]=2)=[O:11])[CH:5]=[CH:6][CH:7]=1.[CH3:32][N+:33]([CH3:35])=[CH2:34].[I-].O.[OH-].[Na+].[C:40](O)(=O)C. Product: [CH3:34][N:33]([CH2:35][CH:20]([CH:8]([C:4]1[CH:5]=[CH:6][CH:7]=[C:2]([F:1])[C:3]=1[CH3:31])[C:9](=[CH2:40])[C:10]([C:12]1[CH:17]=[CH:16][CH:15]=[C:14]([O:18][CH3:19])[CH:13]=1)=[O:11])[C:21]([C:23]1[CH:28]=[CH:27][CH:26]=[C:25]([O:29][CH3:30])[CH:24]=1)=[O:22])[CH3:32]. The catalyst class is: 25. (6) Reactant: [C:1]([C:3]1[CH:12]=[C:11]2[C:6]([CH2:7][CH2:8][NH:9][CH2:10]2)=[CH:5][CH:4]=1)#[N:2].[C:13](O[C:13]([O:15][C:16]([CH3:19])([CH3:18])[CH3:17])=[O:14])([O:15][C:16]([CH3:19])([CH3:18])[CH3:17])=[O:14]. Product: [C:1]([C:3]1[CH:12]=[C:11]2[C:6]([CH2:7][CH2:8][N:9]([C:13]([O:15][C:16]([CH3:19])([CH3:18])[CH3:17])=[O:14])[CH2:10]2)=[CH:5][CH:4]=1)#[N:2]. The catalyst class is: 649.